Dataset: Peptide-MHC class II binding affinity with 134,281 pairs from IEDB. Task: Regression. Given a peptide amino acid sequence and an MHC pseudo amino acid sequence, predict their binding affinity value. This is MHC class II binding data. (1) The peptide sequence is AAFQAAHARFVAAAA. The MHC is DRB1_0802 with pseudo-sequence DRB1_0802. The binding affinity (normalized) is 0.109. (2) The peptide sequence is SEAQKAAKPAAAATA. The MHC is DRB1_1302 with pseudo-sequence DRB1_1302. The binding affinity (normalized) is 0.0729. (3) The peptide sequence is EEPDDIDCWCYGVEN. The MHC is DRB3_0301 with pseudo-sequence DRB3_0301. The binding affinity (normalized) is 0.199. (4) The peptide sequence is HDGGCRKELAAVSVD. The MHC is DRB1_0802 with pseudo-sequence DRB1_0802. The binding affinity (normalized) is 0.186. (5) The peptide sequence is WQKGEEVQVIAVEPG. The MHC is DRB1_0901 with pseudo-sequence DRB1_0901. The binding affinity (normalized) is 0.246.